This data is from NCI-60 drug combinations with 297,098 pairs across 59 cell lines. The task is: Regression. Given two drug SMILES strings and cell line genomic features, predict the synergy score measuring deviation from expected non-interaction effect. (1) Drug 1: CCCS(=O)(=O)NC1=C(C(=C(C=C1)F)C(=O)C2=CNC3=C2C=C(C=N3)C4=CC=C(C=C4)Cl)F. Drug 2: CC1=CC=C(C=C1)C2=CC(=NN2C3=CC=C(C=C3)S(=O)(=O)N)C(F)(F)F. Cell line: DU-145. Synergy scores: CSS=8.40, Synergy_ZIP=1.16, Synergy_Bliss=3.38, Synergy_Loewe=-1.10, Synergy_HSA=0.308. (2) Cell line: OVCAR-8. Drug 2: CCC1=C2CN3C(=CC4=C(C3=O)COC(=O)C4(CC)O)C2=NC5=C1C=C(C=C5)O. Drug 1: C1=C(C(=O)NC(=O)N1)F. Synergy scores: CSS=46.1, Synergy_ZIP=-11.2, Synergy_Bliss=-10.9, Synergy_Loewe=-5.29, Synergy_HSA=-2.89. (3) Drug 1: C1CCC(C1)C(CC#N)N2C=C(C=N2)C3=C4C=CNC4=NC=N3. Drug 2: CC1C(C(=O)NC(C(=O)N2CCCC2C(=O)N(CC(=O)N(C(C(=O)O1)C(C)C)C)C)C(C)C)NC(=O)C3=C4C(=C(C=C3)C)OC5=C(C(=O)C(=C(C5=N4)C(=O)NC6C(OC(=O)C(N(C(=O)CN(C(=O)C7CCCN7C(=O)C(NC6=O)C(C)C)C)C)C(C)C)C)N)C. Cell line: SNB-19. Synergy scores: CSS=11.2, Synergy_ZIP=26.4, Synergy_Bliss=27.9, Synergy_Loewe=25.9, Synergy_HSA=24.9.